Dataset: Catalyst prediction with 721,799 reactions and 888 catalyst types from USPTO. Task: Predict which catalyst facilitates the given reaction. (1) Reactant: [O:1]1[CH:6]=[CH:5][CH2:4][CH2:3][CH:2]1[C:7]([C:9]1[C:14]([N+:15]([O-])=O)=[C:13]([NH2:18])[N:12]=[C:11]([C:19]2[CH:24]=[CH:23][CH:22]=[C:21]([CH2:25][OH:26])[CH:20]=2)[N:10]=1)=[O:8].NN. Product: [O:1]1[CH:6]=[CH:5][CH2:4][CH2:3][CH:2]1[C:7]([C:9]1[C:14]([NH2:15])=[C:13]([NH2:18])[N:12]=[C:11]([C:19]2[CH:24]=[CH:23][CH:22]=[C:21]([CH2:25][OH:26])[CH:20]=2)[N:10]=1)=[O:8]. The catalyst class is: 94. (2) The catalyst class is: 3. Product: [C:14]([O:13][C:3](=[O:12])[CH:4]([C:19]1[CH:24]=[C:23]([F:25])[CH:22]=[C:21]([F:26])[C:20]=1[N+:27]([O-:29])=[O:28])[C:5]([O:7][C:8]([CH3:9])([CH3:10])[CH3:11])=[O:6])([CH3:17])([CH3:16])[CH3:15]. Reactant: [H-].[Na+].[C:3]([O:13][C:14]([CH3:17])([CH3:16])[CH3:15])(=[O:12])[CH2:4][C:5]([O:7][C:8]([CH3:11])([CH3:10])[CH3:9])=[O:6].F[C:19]1[CH:24]=[C:23]([F:25])[CH:22]=[C:21]([F:26])[C:20]=1[N+:27]([O-:29])=[O:28]. (3) Reactant: CCN(S(F)(F)[F:7])CC.[F:10][C:11]1[CH:12]=[C:13]([CH2:27][NH:28][C:29]([C@@H:31]2[C@H:35](O)[CH2:34][CH2:33][N:32]2[C:37]([O:39][C:40]([CH3:43])([CH3:42])[CH3:41])=[O:38])=[O:30])[CH:14]=[C:15]([C:17]2[CH:22]=[N:21][C:20]([C:23]([F:26])([F:25])[F:24])=[CH:19][N:18]=2)[CH:16]=1. Product: [F:7][C@H:35]1[CH2:34][CH2:33][N:32]([C:37]([O:39][C:40]([CH3:43])([CH3:42])[CH3:41])=[O:38])[C@@H:31]1[C:29](=[O:30])[NH:28][CH2:27][C:13]1[CH:14]=[C:15]([C:17]2[CH:22]=[N:21][C:20]([C:23]([F:24])([F:26])[F:25])=[CH:19][N:18]=2)[CH:16]=[C:11]([F:10])[CH:12]=1. The catalyst class is: 4. (4) Reactant: [C:1]1([C:6]2[CH:7]=[C:8]([CH:37]=[CH:38][CH:39]=2)[O:9]C[Si](O[Si](C[O:9][C:8]2[CH:37]=[CH:38][CH:39]=[C:6]([C:1]3[CH2:5][CH2:4][CH2:3][CH:2]=3)[CH:7]=2)(C)C(C)(C)C)(C(C)(C)C)C)[CH2:5][CH2:4][CH2:3][CH:2]=1.[H][H]. Product: [CH:1]1([C:6]2[CH:7]=[C:8]([OH:9])[CH:37]=[CH:38][CH:39]=2)[CH2:2][CH2:3][CH2:4][CH2:5]1. The catalyst class is: 50. (5) Reactant: C([NH:4][C:5]1[CH:10]=[C:9]([C:11]2[C:16]([F:17])=[CH:15][C:14]([Br:18])=[C:13]([F:19])[C:12]=2[F:20])[N:8]=[C:7]([C:21]([O:23]C)=[O:22])[C:6]=1[Cl:25])(=O)C.[OH-].[Na+].Cl. Product: [NH2:4][C:5]1[CH:10]=[C:9]([C:11]2[C:16]([F:17])=[CH:15][C:14]([Br:18])=[C:13]([F:19])[C:12]=2[F:20])[N:8]=[C:7]([C:21]([OH:23])=[O:22])[C:6]=1[Cl:25]. The catalyst class is: 87. (6) Reactant: [OH:1][CH2:2][C@H:3]1[CH2:12][N:7]2[CH2:8][CH2:9][NH:10][CH2:11][C@@H:6]2[CH2:5][CH2:4]1.F[C:14]1[CH:19]=[CH:18][C:17]([F:20])=[CH:16][C:15]=1[N+:21]([O-:23])=[O:22].C(=O)([O-])[O-].[Na+].[Na+].Cl. Product: [OH:1][CH2:2][C@H:3]1[CH2:12][N:7]2[CH2:8][CH2:9][N:10]([C:14]3[CH:19]=[CH:18][C:17]([F:20])=[CH:16][C:15]=3[N+:21]([O-:23])=[O:22])[CH2:11][C@@H:6]2[CH2:5][CH2:4]1. The catalyst class is: 16. (7) Reactant: Cl[C:2]([F:7])([F:6])[C:3]([O-])=O.[Na+].C1(P(C2C=CC=CC=2)C2C=CC=CC=2)C=CC=CC=1.[CH2:28]([C@H:33]1[CH2:38][CH2:37][C@H:36]([C@H:39]2[CH2:44][CH2:43][C@H:42]([C:45](=O)C)[CH2:41][CH2:40]2)[CH2:35][CH2:34]1)[CH2:29][CH2:30][CH2:31][CH3:32].CCCCCCC. Product: [F:6][C:2]([F:7])=[CH:3][CH2:45][C@H:42]1[CH2:43][CH2:44][C@H:39]([C@H:36]2[CH2:37][CH2:38][C@H:33]([CH2:28][CH2:29][CH2:30][CH2:31][CH3:32])[CH2:34][CH2:35]2)[CH2:40][CH2:41]1. The catalyst class is: 3.